This data is from Full USPTO retrosynthesis dataset with 1.9M reactions from patents (1976-2016). The task is: Predict the reactants needed to synthesize the given product. (1) Given the product [ClH:36].[CH2:27]([N:3]([CH2:1][CH3:2])[C:4]1[N:5]=[C:6]([NH:22][CH2:23][CH:24]2[CH2:25][CH2:26]2)[C:7]2[N:13]=[C:12]([NH:14][CH2:15][CH3:16])[N:11]=[C:10]([NH:17][CH2:18][CH:19]3[CH2:20][CH2:21]3)[C:8]=2[N:9]=1)[CH3:28], predict the reactants needed to synthesize it. The reactants are: [CH2:1]([N:3]([CH2:27][CH3:28])[C:4]1[N:5]=[C:6]([NH:22][CH2:23][CH:24]2[CH2:26][CH2:25]2)[C:7]2[N:13]=[C:12]([NH:14][CH2:15][CH3:16])[N:11]=[C:10]([NH:17][CH2:18][CH:19]3[CH2:21][CH2:20]3)[C:8]=2[N:9]=1)[CH3:2].Cl.C(OCC)C.Cl.[Cl:36]C1N=C(NCCC)C2N=C(NC)N=C(NCCC)C=2N=1. (2) Given the product [C:51]1([CH:52]([NH:53][C:28]([C:23]2[CH:24]=[N:25][C:26]3[C:21]([CH:22]=2)=[CH:20][CH:19]=[C:18]([NH:17][C:15]([C:10]2[C:9]([C:6]4[CH:7]=[CH:8][C:3]([C:2]([F:32])([F:31])[F:1])=[CH:4][CH:5]=4)=[CH:14][CH:13]=[CH:12][CH:11]=2)=[O:16])[CH:27]=3)=[O:29])[C:41]2[CH:46]=[CH:45][CH:44]=[CH:43][N:42]=2)[CH:50]=[CH:65][CH:64]=[CH:63][CH:68]=1, predict the reactants needed to synthesize it. The reactants are: [F:1][C:2]([F:32])([F:31])[C:3]1[CH:8]=[CH:7][C:6]([C:9]2[C:10]([C:15]([NH:17][C:18]3[CH:27]=[C:26]4[C:21]([CH:22]=[C:23]([C:28](O)=[O:29])[CH:24]=[N:25]4)=[CH:20][CH:19]=3)=[O:16])=[CH:11][CH:12]=[CH:13][CH:14]=2)=[CH:5][CH:4]=1.C1(N([C:41]2[CH:46]=[CH:45][CH:44]=[CH:43][N:42]=2)C)C=CC=CC=1.Cl.CN(C)[CH2:50][CH2:51][CH2:52][N:53]=C=NCC.ON1[C:64]2[CH:65]=CC=[CH:68][C:63]=2N=N1.C(N(CC)CC)C.